From a dataset of Full USPTO retrosynthesis dataset with 1.9M reactions from patents (1976-2016). Predict the reactants needed to synthesize the given product. (1) Given the product [CH:1]1[C:10]2[C:5](=[C:6]([NH:11][C:12]([NH:14][CH2:15][CH:16]([CH2:22][C:23]3[CH:24]=[CH:25][C:26]([C:29]([F:30])([F:31])[F:32])=[CH:27][CH:28]=3)[C:17]([OH:19])=[O:18])=[O:13])[CH:7]=[CH:8][CH:9]=2)[CH:4]=[CH:3][N:2]=1, predict the reactants needed to synthesize it. The reactants are: [CH:1]1[C:10]2[C:5](=[C:6]([NH:11][C:12]([NH:14][CH2:15][CH:16]([CH2:22][C:23]3[CH:28]=[CH:27][C:26]([C:29]([F:32])([F:31])[F:30])=[CH:25][CH:24]=3)[C:17]([O:19]CC)=[O:18])=[O:13])[CH:7]=[CH:8][CH:9]=2)[CH:4]=[CH:3][N:2]=1.[OH-].[Li+]. (2) Given the product [CH3:14][O:15][C:16](=[O:29])[C:17]1[CH:22]=[CH:21][CH:20]=[C:19]([C@H:23]2[CH2:28][CH2:27][CH2:26][N:25]([C:11]([C@@H:2]3[O:1][C:6]4[CH:7]=[CH:8][CH:9]=[CH:10][C:5]=4[O:4][CH2:3]3)=[O:12])[CH2:24]2)[CH:18]=1, predict the reactants needed to synthesize it. The reactants are: [O:1]1[C:6]2[CH:7]=[CH:8][CH:9]=[CH:10][C:5]=2[O:4][CH2:3][C@@H:2]1[C:11](Cl)=[O:12].[CH3:14][O:15][C:16](=[O:29])[C:17]1[CH:22]=[CH:21][CH:20]=[C:19]([CH:23]2[CH2:28][CH2:27][CH2:26][NH:25][CH2:24]2)[CH:18]=1.C(N(CC)CC)C. (3) The reactants are: [N+:1]([C:4]1[CH:9]=[CH:8][C:7]([O:10]N)=[CH:6][CH:5]=1)([O-:3])=[O:2].[OH:12][C:13]1[CH:18]=[CH:17][C:16]([C:19](=[O:27])[CH2:20][C:21](=O)[CH2:22][CH2:23][CH2:24][CH3:25])=[CH:15][CH:14]=1. Given the product [CH2:22]([C:21]1[O:10][C:7]2[CH:8]=[CH:9][C:4]([N+:1]([O-:3])=[O:2])=[CH:5][C:6]=2[C:20]=1[C:19](=[O:27])[C:16]1[CH:17]=[CH:18][C:13]([OH:12])=[CH:14][CH:15]=1)[CH2:23][CH2:24][CH3:25], predict the reactants needed to synthesize it.